Predict the product of the given reaction. From a dataset of Forward reaction prediction with 1.9M reactions from USPTO patents (1976-2016). (1) Given the reactants [CH3:1][O:2][CH2:3][CH2:4][O:5][C:6]1[CH:7]=[C:8]2[C:13](=[CH:14][C:15]=1[O:16][CH2:17][CH2:18][O:19][CH3:20])[N:12]=[CH:11][NH:10][C:9]2=O.O=P(Cl)(Cl)[Cl:24], predict the reaction product. The product is: [Cl:24][C:9]1[C:8]2[C:13](=[CH:14][C:15]([O:16][CH2:17][CH2:18][O:19][CH3:20])=[C:6]([O:5][CH2:4][CH2:3][O:2][CH3:1])[CH:7]=2)[N:12]=[CH:11][N:10]=1. (2) Given the reactants [OH-].[Na+].C[O:4][C:5]([C:7]1[S:32][C:10]2[N:11]=[CH:12][N:13]=[C:14]([NH:15][C:16]3[CH:21]=[CH:20][C:19]([F:22])=[CH:18][C:17]=3[O:23][C@H:24]3[CH2:29][CH2:28][CH2:27][CH2:26][C@@H:25]3[O:30][CH3:31])[C:9]=2[C:8]=1[CH3:33])=[O:6].Cl, predict the reaction product. The product is: [F:22][C:19]1[CH:20]=[CH:21][C:16]([NH:15][C:14]2[C:9]3[C:8]([CH3:33])=[C:7]([C:5]([OH:6])=[O:4])[S:32][C:10]=3[N:11]=[CH:12][N:13]=2)=[C:17]([O:23][C@H:24]2[CH2:29][CH2:28][CH2:27][CH2:26][C@@H:25]2[O:30][CH3:31])[CH:18]=1. (3) The product is: [F:41][C:37]1[C:38]([F:40])=[CH:39][C:33]2[O:32][C:31]([C:8]3[C:9]([F:28])=[CH:10][C:11]([F:27])=[C:12]([C@:14]4([CH3:26])[C:20]([F:21])([F:22])[C:19]([CH3:24])([CH3:23])[O:18][CH2:17][C:16](=[O:25])[NH:15]4)[CH:13]=3)=[N:35][C:34]=2[CH:36]=1. Given the reactants CC1(C)COB([C:8]2[C:9]([F:28])=[CH:10][C:11]([F:27])=[C:12]([C@:14]3([CH3:26])[C:20]([F:22])([F:21])[C:19]([CH3:24])([CH3:23])[O:18][CH2:17][C:16](=[O:25])[NH:15]3)[CH:13]=2)OC1.Cl[C:31]1[O:32][C:33]2[CH:39]=[C:38]([F:40])[C:37]([F:41])=[CH:36][C:34]=2[N:35]=1, predict the reaction product. (4) Given the reactants C(O[C:6]([N:8]1[CH2:14][CH2:13][C:12]2[CH:15]=[C:16]([OH:19])[CH:17]=[CH:18][C:11]=2[CH2:10][CH2:9]1)=O)(C)(C)C.[CH3:20][O:21][C:22](=[O:31])[C:23]1[CH:28]=[CH:27][CH:26]=[C:25]([CH2:29]Br)[CH:24]=1.C(OC(N1CC[C:43]2C=C(OCC3C=CC(C(OC)=O)=CC=3)C=C[C:42]=2[CH2:41][CH2:40]1)=O)(C)(C)C.COC(=O)C1C=CC(COC2C=CC3CCNCCC=3C=2)=CC=1, predict the reaction product. The product is: [CH3:20][O:21][C:22](=[O:31])[C:23]1[CH:28]=[CH:27][CH:26]=[C:25]([CH2:29][O:19][C:16]2[CH:17]=[CH:18][C:11]3[CH2:10][CH2:9][N:8]([CH:6]4[CH2:43][CH2:42][CH2:41][CH2:40]4)[CH2:14][CH2:13][C:12]=3[CH:15]=2)[CH:24]=1. (5) Given the reactants [CH3:1][O:2][C:3](=[O:22])[C:4]1[CH:9]=[CH:8][C:7]([C:10]([NH:12][CH2:13][C:14]2[CH:19]=[CH:18][CH:17]=[C:16]([OH:20])[CH:15]=2)=[O:11])=[CH:6][C:5]=1[Cl:21].[OH-:23].[Na+].Cl, predict the reaction product. The product is: [Cl:21][C:5]1[CH:6]=[C:7]([C:10]([NH:12][CH2:13][C:14]2[CH:19]=[CH:18][CH:17]=[C:16]([OH:20])[CH:15]=2)=[O:11])[CH:8]=[CH:9][C:4]=1[C:3]([OH:22])=[O:2].[Cl:21][C:5]1[CH:6]=[C:7]([CH:8]=[CH:9][C:4]=1[C:3]([O:2][CH3:1])=[O:22])[C:10]([OH:11])=[O:23].